From a dataset of Reaction yield outcomes from USPTO patents with 853,638 reactions. Predict the reaction yield, written as a fraction of the theoretical maximum amount of product (1.0 means a 100% yield; for example, 0.34 means a 34% yield). (1) The reactants are C[O:2][C:3]([C:5]1[S:6][C:7]([C:30]2[CH2:35][CH2:34][CH2:33][CH2:32][CH:31]=2)=[CH:8][C:9]=1[N:10]([CH:20]1[CH2:25][CH2:24][N:23]([CH2:26][CH:27]([F:29])[F:28])[CH2:22][CH2:21]1)[C:11]([C@H:13]1[CH2:18][CH2:17][C@H:16]([CH3:19])[CH2:15][CH2:14]1)=[O:12])=[O:4].[Li+].[OH-].O. The catalyst is C1COCC1.O.CO. The product is [C:30]1([C:7]2[S:6][C:5]([C:3]([OH:4])=[O:2])=[C:9]([N:10]([CH:20]3[CH2:21][CH2:22][N:23]([CH2:26][CH:27]([F:28])[F:29])[CH2:24][CH2:25]3)[C:11]([C@H:13]3[CH2:14][CH2:15][C@H:16]([CH3:19])[CH2:17][CH2:18]3)=[O:12])[CH:8]=2)[CH2:35][CH2:34][CH2:33][CH2:32][CH:31]=1. The yield is 0.390. (2) The reactants are [Br:1][C:2]1[CH:3]=[C:4]([C:8]([F:11])=[CH:9][N:10]=1)[C:5]([OH:7])=[O:6].S(Cl)(Cl)=O.[CH3:16]O. No catalyst specified. The product is [Br:1][C:2]1[CH:3]=[C:4]([C:8]([F:11])=[CH:9][N:10]=1)[C:5]([O:7][CH3:16])=[O:6]. The yield is 0.810. (3) The reactants are [CH:1]1([CH2:4][O:5][NH:6][C:7]([C:9]2[C:22]([NH:23][C:24]3[CH:29]=[CH:28][C:27]([Br:30])=[CH:26][C:25]=3[CH3:31])=[C:21]([F:32])[C:12]3[N:13]=[CH:14][N:15]([CH2:16][CH2:17][CH2:18][CH:19]=O)[C:11]=3[CH:10]=2)=[O:8])[CH2:3][CH2:2]1.[CH3:33][N:34]1[CH2:39][CH2:38][NH:37][CH2:36][CH2:35]1.CC(O)=O.C(O[BH-](OC(=O)C)OC(=O)C)(=O)C.C[N+](C)(C)C. The catalyst is CC#N.C(OCC)(=O)C. The product is [CH:1]1([CH2:4][O:5][NH:6][C:7]([C:9]2[C:22]([NH:23][C:24]3[CH:29]=[CH:28][C:27]([Br:30])=[CH:26][C:25]=3[CH3:31])=[C:21]([F:32])[C:12]3[N:13]=[CH:14][N:15]([CH2:16][CH2:17][CH2:18][CH2:19][N:37]4[CH2:38][CH2:39][N:34]([CH3:33])[CH2:35][CH2:36]4)[C:11]=3[CH:10]=2)=[O:8])[CH2:2][CH2:3]1. The yield is 0.690. (4) The reactants are [Br:1][C:2]1[CH:21]=[CH:20][CH:19]=[CH:18][C:3]=1[CH2:4][N:5]1[C:10]2[N:11]=[C:12](SC)[N:13]=[CH:14][C:9]=2[CH:8]=[CH:7][C:6]1=[O:17].O[O:23][S:24]([O-:26])=O.[K+].[CH3:28]O. The catalyst is O. The product is [Br:1][C:2]1[CH:21]=[CH:20][CH:19]=[CH:18][C:3]=1[CH2:4][N:5]1[C:10]2[N:11]=[C:12]([S:24]([CH3:28])(=[O:26])=[O:23])[N:13]=[CH:14][C:9]=2[CH:8]=[CH:7][C:6]1=[O:17]. The yield is 0.650. (5) The product is [CH:44]([N:16]1[C:17]2[C:13](=[CH:12][C:11]([O:10][CH:7]3[CH2:8][CH2:9][N:4]([CH:1]([CH3:2])[CH3:3])[CH2:5][CH2:6]3)=[C:19]([CH3:20])[CH:18]=2)[CH:14]=[C:15]1[C:21]([N:23]1[CH2:24][CH2:25][N:26]([S:29]([CH3:32])(=[O:31])=[O:30])[CH2:27][CH2:28]1)=[O:22])([CH3:46])[CH3:45]. The yield is 0.0900. The reactants are [CH:1]([N:4]1[CH2:9][CH2:8][CH:7]([O:10][C:11]2[CH:12]=[C:13]3[C:17](=[CH:18][C:19]=2[CH3:20])[NH:16][C:15]([C:21]([N:23]2[CH2:28][CH2:27][N:26]([S:29]([CH3:32])(=[O:31])=[O:30])[CH2:25][CH2:24]2)=[O:22])=[CH:14]3)[CH2:6][CH2:5]1)([CH3:3])[CH3:2].C(=O)([O-])[O-].[Cs+].[Cs+].CS(O[CH:44]([CH3:46])[CH3:45])(=O)=O. No catalyst specified.